Dataset: Forward reaction prediction with 1.9M reactions from USPTO patents (1976-2016). Task: Predict the product of the given reaction. (1) Given the reactants Br[C:2]1[CH:3]=[C:4]([C:8]2[CH:13]=[C:12]([C:14]3[CH:19]=[CH:18][C:17]([Cl:20])=[CH:16][CH:15]=3)[CH:11]=[C:10]([CH3:21])[N:9]=2)[CH:5]=[N:6][CH:7]=1.[NH2:22][C:23]1[CH:28]=[CH:27][C:26](B2OC(C)(C)C(C)(C)O2)=[CH:25][N:24]=1, predict the reaction product. The product is: [Cl:20][C:17]1[CH:18]=[CH:19][C:14]([C:12]2[CH:11]=[C:10]([CH3:21])[N:9]=[C:8]([C:4]3[CH:5]=[N:6][CH:7]=[C:2]([C:26]4[CH:25]=[N:24][C:23]([NH2:22])=[CH:28][CH:27]=4)[CH:3]=3)[CH:13]=2)=[CH:15][CH:16]=1. (2) Given the reactants [CH:1]([N-]C(C)C)(C)C.[Li+].[CH2:9]([O:11][C:12](=[O:36])[CH2:13][C:14]1[N:15]=[C:16]([N:19]([C:29]([O:31][C:32]([CH3:35])([CH3:34])[CH3:33])=[O:30])[CH2:20][C:21]2[CH:26]=[CH:25][C:24]([O:27][CH3:28])=[CH:23][CH:22]=2)[S:17][CH:18]=1)[CH3:10].CI, predict the reaction product. The product is: [CH2:9]([O:11][C:12](=[O:36])[CH:13]([C:14]1[N:15]=[C:16]([N:19]([C:29]([O:31][C:32]([CH3:35])([CH3:34])[CH3:33])=[O:30])[CH2:20][C:21]2[CH:26]=[CH:25][C:24]([O:27][CH3:28])=[CH:23][CH:22]=2)[S:17][CH:18]=1)[CH3:1])[CH3:10]. (3) Given the reactants Cl.[CH2:2]([O:12][C:13]1[CH:18]=[CH:17][C:16]([N+:19]([O-])=O)=[CH:15][CH:14]=1)[CH2:3][CH2:4][CH2:5][CH2:6][CH2:7][CH2:8][CH2:9][CH2:10][CH3:11].O.O.[Sn](Cl)Cl, predict the reaction product. The product is: [CH2:2]([O:12][C:13]1[CH:18]=[CH:17][C:16]([NH2:19])=[CH:15][CH:14]=1)[CH2:3][CH2:4][CH2:5][CH2:6][CH2:7][CH2:8][CH2:9][CH2:10][CH3:11]. (4) Given the reactants [C:1]([CH:4]([CH2:9][CH2:10][CH2:11][CH2:12][CH3:13])[C:5]([O:7]C)=O)(=[O:3])[CH3:2].C(C(CCCCC)C(O)=O)(=O)C.ON1C2C=CC=CC=2N=N1.CN1CCOCC1.Cl.CN(C)CCCN=C=NCC.[NH2:55][CH:56]([C:58]1[C:59](=[O:73])[NH:60][C:61]([CH2:64][C:65]2[CH:70]=[CH:69][C:68]([O:71][CH3:72])=[CH:67][CH:66]=2)=[N:62][N:63]=1)[CH3:57], predict the reaction product. The product is: [C:1]([CH:4]([CH2:9][CH2:10][CH2:11][CH2:12][CH3:13])[C:5]([NH:55][CH:56]([C:58]1[C:59](=[O:73])[NH:60][C:61]([CH2:64][C:65]2[CH:70]=[CH:69][C:68]([O:71][CH3:72])=[CH:67][CH:66]=2)=[N:62][N:63]=1)[CH3:57])=[O:7])(=[O:3])[CH3:2]. (5) The product is: [CH3:9][O:8][C:4]1[N:3]=[C:2]([CH:23]([NH:24][C:25](=[O:31])[O:26][C:27]([CH3:29])([CH3:28])[CH3:30])[C:19]2[CH:20]=[CH:21][CH:22]=[C:17]([C:16]([F:33])([F:32])[F:15])[CH:18]=2)[CH:7]=[CH:6][CH:5]=1. Given the reactants Br[C:2]1[CH:7]=[CH:6][CH:5]=[C:4]([O:8][CH3:9])[N:3]=1.C([Li])CCC.[F:15][C:16]([F:33])([F:32])[C:17]1[CH:18]=[C:19](/[CH:23]=[N:24]/[C:25](=[O:31])[O:26][C:27]([CH3:30])([CH3:29])[CH3:28])[CH:20]=[CH:21][CH:22]=1.[Cl-].[NH4+], predict the reaction product. (6) Given the reactants Br[C:2]1[CH:7]=[CH:6][C:5]([C:8]2[C:14]3[CH:15]=[C:16]([O:21][CH3:22])[C:17]([O:19][CH3:20])=[CH:18][C:13]=3[CH2:12][CH:11]([CH3:23])[N:10]([C:24]([NH:26][CH3:27])=[O:25])[N:9]=2)=[CH:4][CH:3]=1.[NH:28]1[CH:32]=[N:31][CH:30]=[N:29]1.P([O-])([O-])([O-])=O.[K+].[K+].[K+].CN[C@@H]1CCCC[C@H]1NC, predict the reaction product. The product is: [CH3:20][O:19][C:17]1[C:16]([O:21][CH3:22])=[CH:15][C:14]2[C:8]([C:5]3[CH:4]=[CH:3][C:2]([N:28]4[CH:32]=[N:31][CH:30]=[N:29]4)=[CH:7][CH:6]=3)=[N:9][N:10]([C:24]([NH:26][CH3:27])=[O:25])[CH:11]([CH3:23])[CH2:12][C:13]=2[CH:18]=1. (7) Given the reactants [O:1]=[C:2]1[CH2:6][CH:5]([CH2:7][CH2:8][CH3:9])[CH2:4][N:3]1[CH2:10][N:11]1[C:15](C(O)=O)=[CH:14][N:13]=[CH:12]1.C1(P(N=[N+]=[N-])(C2C=CC=CC=2)=[O:26])C=CC=CC=1.N#N.[CH2:38]([OH:45])[C:39]1[CH:44]=[CH:43][CH:42]=[CH:41][CH:40]=1.CC[N:48]([CH2:51]C)CC, predict the reaction product. The product is: [O:1]=[C:2]1[CH2:6][CH:5]([CH2:7][CH2:8][CH3:9])[CH2:4][N:3]1[CH2:10][N:11]1[C:15]([NH:48][C:51](=[O:26])[O:45][CH2:38][C:39]2[CH:44]=[CH:43][CH:42]=[CH:41][CH:40]=2)=[CH:14][N:13]=[CH:12]1. (8) Given the reactants Cl.[CH3:2][O:3][C:4]1[CH:16]=[CH:15][C:7]([CH2:8][C@@H:9]([C:11]([O:13][CH3:14])=[O:12])[NH2:10])=[CH:6][CH:5]=1.C(N(CC)CC)C.[F:24][C:25]([F:38])([F:37])[C:26]1[CH:36]=[CH:35][CH:34]=[CH:33][C:27]=1[CH:28]=[CH:29][C:30](O)=[O:31].CCN=C=NCCCN(C)C.Cl, predict the reaction product. The product is: [CH3:2][O:3][C:4]1[CH:5]=[CH:6][C:7]([CH2:8][C@@H:9]([C:11]([O:13][CH3:14])=[O:12])[NH:10][C:30](=[O:31])[CH:29]=[CH:28][C:27]2[CH:33]=[CH:34][CH:35]=[CH:36][C:26]=2[C:25]([F:37])([F:38])[F:24])=[CH:15][CH:16]=1. (9) Given the reactants [N:1]1[CH:6]=[CH:5][CH:4]=[N:3][C:2]=1[CH:7]=O.[NH:9]1[C:13]2[CH:14]=[CH:15][CH:16]=[CH:17][C:12]=2[N:11]=[C:10]1[CH2:18][N:19]([CH:25]1[C:34]2[N:33]=[CH:32][CH:31]=[CH:30][C:29]=2[CH2:28][CH2:27][CH2:26]1)[CH2:20][CH2:21][CH2:22][CH2:23][NH2:24].[BH-](OC(C)=O)(OC(C)=O)OC(C)=O.[Na+].[OH-].[Na+], predict the reaction product. The product is: [NH:9]1[C:13]2[CH:14]=[CH:15][CH:16]=[CH:17][C:12]=2[N:11]=[C:10]1[CH2:18][N:19]([CH:25]1[C:34]2[N:33]=[CH:32][CH:31]=[CH:30][C:29]=2[CH2:28][CH2:27][CH2:26]1)[CH2:20][CH2:21][CH2:22][CH2:23][NH:24][CH2:7][C:2]1[N:3]=[CH:4][CH:5]=[CH:6][N:1]=1.